Dataset: Full USPTO retrosynthesis dataset with 1.9M reactions from patents (1976-2016). Task: Predict the reactants needed to synthesize the given product. (1) The reactants are: [CH3:1][C:2]1[C:7]([CH2:8][S:9]([C:11]2[N-:19][C:18]3[C:13](=[CH:14][CH:15]=[CH:16][CH:17]=3)[N:12]=2)=[O:10])=[N:6][CH:5]=[CH:4][C:3]=1[O:20][CH2:21][CH2:22][CH2:23][O:24][CH3:25].[Na+]. Given the product [CH3:1][C:2]1[C:7]([CH2:8][S+:9]([O-:10])[C:11]2[NH:12][C:13]3[CH:14]=[CH:15][CH:16]=[CH:17][C:18]=3[N:19]=2)=[N:6][CH:5]=[CH:4][C:3]=1[O:20][CH2:21][CH2:22][CH2:23][O:24][CH3:25], predict the reactants needed to synthesize it. (2) Given the product [CH3:17][C:16]1([CH3:18])[C:15]2[C:10](=[CH:11][CH:12]=[C:13]([C:19]#[N:20])[CH:14]=2)[C:9](=[O:21])[NH:8]1, predict the reactants needed to synthesize it. The reactants are: COC1C=CC(C[N:8]2[C:16]([CH3:18])([CH3:17])[C:15]3[C:10](=[CH:11][CH:12]=[C:13]([C:19]#[N:20])[CH:14]=3)[C:9]2=[O:21])=CC=1.O=[N+]([O-])[O-].[O-][N+](=O)[O-].[O-][N+](=O)[O-].[O-][N+](=O)[O-].[O-][N+](=O)[O-].[O-][N+](=O)[O-].[Ce+4].[NH4+].[NH4+]. (3) Given the product [N:24]([C:2]1[CH:3]=[C:4]2[C@@:15]3([CH2:20][CH2:19][O:18][C:17]([NH2:21])=[N:16]3)[C:14]3[CH:13]=[C:12]([Cl:22])[N:11]=[C:10]([F:23])[C:9]=3[O:8][C:5]2=[CH:6][CH:7]=1)=[N+:25]=[N-:26], predict the reactants needed to synthesize it. The reactants are: Br[C:2]1[CH:3]=[C:4]2[C@@:15]3([CH2:20][CH2:19][O:18][C:17]([NH2:21])=[N:16]3)[C:14]3[CH:13]=[C:12]([Cl:22])[N:11]=[C:10]([F:23])[C:9]=3[O:8][C:5]2=[CH:6][CH:7]=1.[N-:24]=[N+:25]=[N-:26].[Na+].CCO. (4) Given the product [F:16][C:12]1[CH:11]=[C:10]([N:9]2[C:5]([N:4]([CH3:24])[C:1](=[O:3])[CH3:2])=[C:6]([C:17]([O:19][CH2:20][CH3:21])=[O:18])[CH:7]=[N:8]2)[CH:15]=[CH:14][CH:13]=1, predict the reactants needed to synthesize it. The reactants are: [C:1]([NH:4][C:5]1[N:9]([C:10]2[CH:15]=[CH:14][CH:13]=[C:12]([F:16])[CH:11]=2)[N:8]=[CH:7][C:6]=1[C:17]([O:19][CH2:20][CH3:21])=[O:18])(=[O:3])[CH3:2].[H-].[Na+].[CH3:24]I.[Cl-].[NH4+]. (5) Given the product [CH3:30][C:22]1[CH:21]=[C:20]([C:24]#[N:25])[CH:19]=[N:18][C:17]=1[N:14]1[CH2:13][CH2:12][C:11](=[CH:10][C:9]#[C:8][C:4]2[CH:5]=[CH:6][CH:7]=[C:2]([CH3:1])[N:3]=2)[CH2:16][CH2:15]1, predict the reactants needed to synthesize it. The reactants are: [CH3:1][C:2]1[CH:7]=[CH:6][CH:5]=[C:4]([C:8]#[C:9][CH:10]=[C:11]2[CH2:16][CH2:15][N:14]([C:17]3[CH:22]=[CH:21][CH:20]=[CH:19][N:18]=3)[CH2:13][CH2:12]2)[N:3]=1.F[C:24]1C=CC=C[N:25]=1.[CH3:30]N1C(=O)CCC1. (6) Given the product [F:11][C:12]1[CH:13]=[C:14]([CH:15]([C:3]2[C:4](=[O:10])[NH:5][CH:6]([CH:7]([CH3:9])[CH3:8])[C:2]=2[OH:1])[C:21]2[NH:20][C:28]3[C:23]([C:22]=2[CH2:29][CH2:30][NH:31][C:32](=[O:34])[CH3:33])=[CH:24][CH:25]=[CH:26][CH:27]=3)[CH:17]=[CH:18][CH:19]=1, predict the reactants needed to synthesize it. The reactants are: [OH:1][C:2]1[CH:6]([CH:7]([CH3:9])[CH3:8])[NH:5][C:4](=[O:10])[CH:3]=1.[F:11][C:12]1[CH:13]=[C:14]([CH:17]=[CH:18][CH:19]=1)[CH:15]=O.[NH:20]1[C:28]2[C:23](=[CH:24][CH:25]=[CH:26][CH:27]=2)[C:22]([CH2:29][CH2:30][NH:31][C:32](=[O:34])[CH3:33])=[CH:21]1.